From a dataset of Full USPTO retrosynthesis dataset with 1.9M reactions from patents (1976-2016). Predict the reactants needed to synthesize the given product. (1) Given the product [O:10]([CH2:17][CH2:18][C@@H:19]1[CH2:24][CH2:23][C@H:22]([CH2:25][NH:26][C:6]([C:5]2[NH:1][N:2]=[CH:3][CH:4]=2)=[O:8])[CH2:21][CH2:20]1)[C:11]1[CH:16]=[CH:15][CH:14]=[CH:13][CH:12]=1, predict the reactants needed to synthesize it. The reactants are: [NH:1]1[C:5]([C:6]([OH:8])=O)=[CH:4][CH:3]=[N:2]1.Cl.[O:10]([CH2:17][CH2:18][C@@H:19]1[CH2:24][CH2:23][C@H:22]([CH2:25][NH2:26])[CH2:21][CH2:20]1)[C:11]1[CH:16]=[CH:15][CH:14]=[CH:13][CH:12]=1. (2) Given the product [CH2:1]([O:3][C:4]([CH:6]1[CH2:11][N:10]([S:34]([C:30]2[CH:31]=[CH:32][CH:33]=[C:28]([O:27][CH3:26])[CH:29]=2)(=[O:36])=[O:35])[CH2:9][CH2:8][N:7]1[CH2:12][C:13]1[CH:18]=[CH:17][CH:16]=[CH:15][CH:14]=1)=[O:5])[CH3:2], predict the reactants needed to synthesize it. The reactants are: [CH2:1]([O:3][C:4]([CH:6]1[CH2:11][NH:10][CH2:9][CH2:8][N:7]1[CH2:12][C:13]1[CH:18]=[CH:17][CH:16]=[CH:15][CH:14]=1)=[O:5])[CH3:2].C(N(CC)CC)C.[CH3:26][O:27][C:28]1[CH:29]=[C:30]([S:34](Cl)(=[O:36])=[O:35])[CH:31]=[CH:32][CH:33]=1.O. (3) Given the product [C:1]([C:3]1[CH:8]=[CH:7][C:6]([CH:9]([OH:25])[CH:10]=[CH:11][C:12]2[N:13]([CH2:17][O:18][CH2:19][CH2:20][Si:21]([CH3:22])([CH3:24])[CH3:23])[CH:14]=[CH:15][N:16]=2)=[CH:5][CH:4]=1)#[N:2], predict the reactants needed to synthesize it. The reactants are: [C:1]([C:3]1[CH:8]=[CH:7][C:6]([C:9](=[O:25])[CH:10]=[CH:11][C:12]2[N:13]([CH2:17][O:18][CH2:19][CH2:20][Si:21]([CH3:24])([CH3:23])[CH3:22])[CH:14]=[CH:15][N:16]=2)=[CH:5][CH:4]=1)#[N:2].[BH4-].[Na+]. (4) The reactants are: Cl.O.[OH:3][C:4]12[C:15]3[C:10](=[CH:11][CH:12]=[CH:13][C:14]=3[N+:16]([O-])=O)[C:9](=[O:19])[C:8]1([NH:20][C:21]([C:23]1[CH:24]=[N:25][C:26]3[N:27]([N:30]=[CH:31][CH:32]=3)[C:28]=1[CH3:29])=[O:22])[C:7]1[CH:33]=[CH:34][C:35]([CH:37]([CH3:39])[CH3:38])=[CH:36][C:6]=1[O:5]2. Given the product [NH2:16][C:14]1[CH:13]=[CH:12][CH:11]=[C:10]2[C:15]=1[C:4](=[O:3])[C:8]1([NH:20][C:21]([C:23]3[CH:24]=[N:25][C:26]4[N:27]([N:30]=[CH:31][CH:32]=4)[C:28]=3[CH3:29])=[O:22])[C:7]3[CH:33]=[CH:34][C:35]([CH:37]([CH3:38])[CH3:39])=[CH:36][C:6]=3[O:5][C:9]12[OH:19], predict the reactants needed to synthesize it. (5) Given the product [N:8]1([C:4]2[N:3]=[C:2]([O:14][CH:15]3[CH2:16][N:17]([C:19]4[CH:20]=[CH:21][C:22]([C@@H:25]([NH:27][C:28](=[O:30])[CH3:29])[CH3:26])=[CH:23][CH:24]=4)[CH2:18]3)[CH:7]=[CH:6][N:5]=2)[CH2:13][CH2:12][O:11][CH2:10][CH2:9]1, predict the reactants needed to synthesize it. The reactants are: Cl[C:2]1[CH:7]=[CH:6][N:5]=[C:4]([N:8]2[CH2:13][CH2:12][O:11][CH2:10][CH2:9]2)[N:3]=1.[OH:14][CH:15]1[CH2:18][N:17]([C:19]2[CH:24]=[CH:23][C:22]([C@@H:25]([NH:27][C:28](=[O:30])[CH3:29])[CH3:26])=[CH:21][CH:20]=2)[CH2:16]1.[H-].[Na+].O. (6) Given the product [Br:3][C:4]1[CH:9]=[CH:8][C:7]2[NH:10][C:15]3[CH:16]4[CH2:19][CH2:20][N:12]([CH2:13][C:14]=3[C:6]=2[CH:5]=1)[CH2:18][CH2:17]4.[ClH:1], predict the reactants needed to synthesize it. The reactants are: [ClH:1].Cl.[Br:3][C:4]1[CH:9]=[CH:8][C:7]([NH:10]N)=[CH:6][CH:5]=1.[N:12]12[CH2:20][CH2:19][CH:16]([CH2:17][CH2:18]1)[C:15](=O)[CH2:14][CH2:13]2. (7) Given the product [F:19][C:20]1[CH:25]=[C:24]([CH2:26][C:8]([C:9]2[CH:10]=[CH:11][CH:7]=[C:5]([CH3:6])[CH:13]=2)=[O:27])[CH:23]=[CH:22][N:21]=1, predict the reactants needed to synthesize it. The reactants are: C(N[CH:5]([CH3:7])[CH3:6])(C)C.[CH2:8]([Li])[CH2:9][CH2:10][CH3:11].[CH3:13][CH2:8][CH2:9][CH2:10][CH2:11][CH3:13].[F:19][C:20]1[CH:25]=[C:24]([CH3:26])[CH:23]=[CH:22][N:21]=1.[OH2:27]. (8) Given the product [CH3:22][N:23]([CH3:35])[C:24]([C:26]1[CH:27]=[C:28]2[C:32](=[CH:33][CH:34]=1)[N:31]([C:2]1[N:7]=[CH:6][C:5]([NH:8][CH:9]3[CH2:14][CH2:13][N:12]([C:15]([O:17][C:18]([CH3:21])([CH3:20])[CH3:19])=[O:16])[CH2:11][CH2:10]3)=[CH:4][CH:3]=1)[CH:30]=[CH:29]2)=[O:25], predict the reactants needed to synthesize it. The reactants are: Br[C:2]1[N:7]=[CH:6][C:5]([NH:8][CH:9]2[CH2:14][CH2:13][N:12]([C:15]([O:17][C:18]([CH3:21])([CH3:20])[CH3:19])=[O:16])[CH2:11][CH2:10]2)=[CH:4][CH:3]=1.[CH3:22][N:23]([CH3:35])[C:24]([C:26]1[CH:27]=[C:28]2[C:32](=[CH:33][CH:34]=1)[NH:31][CH:30]=[CH:29]2)=[O:25].